This data is from Reaction yield outcomes from USPTO patents with 853,638 reactions. The task is: Predict the reaction yield, written as a fraction of the theoretical maximum amount of product (1.0 means a 100% yield; for example, 0.34 means a 34% yield). The reactants are O.[CH3:2][C@@H:3]([NH:14][CH2:15][CH2:16][CH2:17][C:18]1[CH:19]=[CH:20][CH:21]=[C:22]([C:24]([F:27])([F:26])[F:25])[CH:23]=1)[C:4]1[CH:5]=[CH:6][CH:7]=[C:8]2[CH:13]=[CH:12][CH:11]=[CH:10][C:9]=12.C1(C)C=CC(C([C@@](C([O-])=O)(O)[C@@](C(C2C=CC(C)=CC=2)=O)(O)C([O-])=O)=O)=CC=1.[OH-].[Na+]. The catalyst is C(OCC)(=O)C. The product is [CH3:2][C@@H:3]([NH:14][CH2:15][CH2:16][CH2:17][C:18]1[CH:19]=[CH:20][CH:21]=[C:22]([C:24]([F:25])([F:26])[F:27])[CH:23]=1)[C:4]1[CH:5]=[CH:6][CH:7]=[C:8]2[CH:13]=[CH:12][CH:11]=[CH:10][C:9]=12. The yield is 0.964.